Task: Predict the product of the given reaction.. Dataset: Forward reaction prediction with 1.9M reactions from USPTO patents (1976-2016) (1) The product is: [C:16]([C:14]1[S:15][C:10]2[C:9](=[O:20])[N:8]([C:4]3[CH:5]=[CH:6][CH:7]=[C:2]([B:22]4[O:26][C:25]([CH3:28])([CH3:27])[C:24]([CH3:30])([CH3:29])[O:23]4)[C:3]=3[CH3:21])[CH2:12][C:11]=2[CH:13]=1)([CH3:19])([CH3:18])[CH3:17]. Given the reactants Br[C:2]1[C:3]([CH3:21])=[C:4]([N:8]2[CH2:12][C:11]3[CH:13]=[C:14]([C:16]([CH3:19])([CH3:18])[CH3:17])[S:15][C:10]=3[C:9]2=[O:20])[CH:5]=[CH:6][CH:7]=1.[B:22]1([B:22]2[O:26][C:25]([CH3:28])([CH3:27])[C:24]([CH3:30])([CH3:29])[O:23]2)[O:26][C:25]([CH3:28])([CH3:27])[C:24]([CH3:30])([CH3:29])[O:23]1.C([O-])(=O)C.[K+].O, predict the reaction product. (2) Given the reactants [CH2:1](O)CCCCO.C(O)C(O)CCCC.N1CCCC1=O.CCCCC([CH2:29][CH2:30][CH:31]([O:36]S([O-])(=O)=O)[CH2:32][CH:33]([CH3:35])[CH3:34])CC.[Na+], predict the reaction product. The product is: [CH3:35][CH:33]([CH2:32][C:31]([OH:36])([C:30]#[CH:29])[CH3:1])[CH3:34].